Predict the reactants needed to synthesize the given product. From a dataset of Full USPTO retrosynthesis dataset with 1.9M reactions from patents (1976-2016). (1) Given the product [CH2:1]([N:8]1[C:13]([C:14]2[C:18]([Cl:19])=[C:17]([O:20][CH:21]([F:23])[F:22])[N:16]([CH3:24])[N:15]=2)=[C:12]([F:25])[CH:11]=[C:10]([Cl:26])[C:9]1=[S:44])[C:2]1[CH:7]=[CH:6][CH:5]=[CH:4][CH:3]=1, predict the reactants needed to synthesize it. The reactants are: [CH2:1]([N:8]1[C:13]([C:14]2[C:18]([Cl:19])=[C:17]([O:20][CH:21]([F:23])[F:22])[N:16]([CH3:24])[N:15]=2)=[C:12]([F:25])[CH:11]=[C:10]([Cl:26])[C:9]1=O)[C:2]1[CH:7]=[CH:6][CH:5]=[CH:4][CH:3]=1.C1(C)C=CC=CC=1.COC1C=CC(P2(SP(C3C=CC(OC)=CC=3)(=S)S2)=[S:44])=CC=1. (2) Given the product [F:8][C:9]1[C:13]([S:14](=[O:21])(=[O:22])[NH:15][C:16]2([CH3:20])[CH2:17][O:18][CH2:19]2)=[CH:12][N:11]([CH3:23])[C:10]=1[C:24]([NH:56][C:55]1[CH:57]=[CH:58][C:52]([F:51])=[C:53]([CH3:59])[CH:54]=1)=[O:26], predict the reactants needed to synthesize it. The reactants are: CCN(CC)CC.[F:8][C:9]1[C:13]([S:14](=[O:22])(=[O:21])[NH:15][C:16]2([CH3:20])[CH2:19][O:18][CH2:17]2)=[CH:12][N:11]([CH3:23])[C:10]=1[C:24]([OH:26])=O.CN(C(ON1N=NC2C=CC=NC1=2)=[N+](C)C)C.F[P-](F)(F)(F)(F)F.[F:51][C:52]1[CH:58]=[CH:57][C:55]([NH2:56])=[CH:54][C:53]=1[CH3:59]. (3) Given the product [Cl:23][C:12]1[S:13][C:14]([C:15]([N:17]2[CH2:22][CH2:21][O:20][CH2:19][CH2:18]2)=[O:16])=[C:10]([C:9]([OH:8])=[O:25])[N:11]=1, predict the reactants needed to synthesize it. The reactants are: [Si]([O:8][CH2:9][C:10]1[N:11]=[C:12]([Cl:23])[S:13][C:14]=1[C:15]([N:17]1[CH2:22][CH2:21][O:20][CH2:19][CH2:18]1)=[O:16])(C(C)(C)C)(C)C.O.[OH:25]S(O)(=O)=O.